This data is from NCI-60 drug combinations with 297,098 pairs across 59 cell lines. The task is: Regression. Given two drug SMILES strings and cell line genomic features, predict the synergy score measuring deviation from expected non-interaction effect. Drug 1: C1CC(C1)(C(=O)O)C(=O)O.[NH2-].[NH2-].[Pt+2]. Drug 2: CC1=C(N=C(N=C1N)C(CC(=O)N)NCC(C(=O)N)N)C(=O)NC(C(C2=CN=CN2)OC3C(C(C(C(O3)CO)O)O)OC4C(C(C(C(O4)CO)O)OC(=O)N)O)C(=O)NC(C)C(C(C)C(=O)NC(C(C)O)C(=O)NCCC5=NC(=CS5)C6=NC(=CS6)C(=O)NCCC[S+](C)C)O. Synergy scores: CSS=10.9, Synergy_ZIP=-3.74, Synergy_Bliss=1.61, Synergy_Loewe=-11.6, Synergy_HSA=-2.50. Cell line: A498.